This data is from Forward reaction prediction with 1.9M reactions from USPTO patents (1976-2016). The task is: Predict the product of the given reaction. (1) The product is: [O:26]1[CH2:31][CH2:30][N:29]([C:32]2[C:37]([NH:38][C:2]3[C:11]4[C:6](=[CH:7][C:8]([F:13])=[CH:9][C:10]=4[F:12])[N:5]=[C:4]([C:14]4[CH:19]=[C:18]([CH3:20])[CH:17]=[CH:16][C:15]=4[S:21]([CH3:24])(=[O:23])=[O:22])[C:3]=3[CH3:25])=[CH:36][C:35]([N:39]3[CH2:40][CH2:41][O:42][CH2:43][CH2:44]3)=[CH:34][N:33]=2)[CH2:28][CH2:27]1. Given the reactants Cl[C:2]1[C:11]2[C:6](=[CH:7][C:8]([F:13])=[CH:9][C:10]=2[F:12])[N:5]=[C:4]([C:14]2[CH:19]=[C:18]([CH3:20])[CH:17]=[CH:16][C:15]=2[S:21]([CH3:24])(=[O:23])=[O:22])[C:3]=1[CH3:25].[O:26]1[CH2:31][CH2:30][N:29]([C:32]2[C:37]([NH2:38])=[CH:36][C:35]([N:39]3[CH2:44][CH2:43][O:42][CH2:41][CH2:40]3)=[CH:34][N:33]=2)[CH2:28][CH2:27]1, predict the reaction product. (2) Given the reactants [CH:1]([N:4](CC)[CH:5](C)C)(C)C.[F:10][C:11]1[CH:24]=[C:23]([C:25]2[CH:26]=[N:27][C:28]3[N:29]([C:31]([C:34]4([C:37]5[CH:38]=[C:39]6[C:44](=[CH:45][CH:46]=5)[N:43]=[CH:42][CH:41]=[CH:40]6)[CH2:36][CH2:35]4)=[CH:32][N:33]=3)[CH:30]=2)[CH:22]=[CH:21][C:12]=1[C:13]([NH:15][CH:16]([CH3:20])[C:17](O)=[O:18])=[O:14].[CH3:47]NC.F[P-](F)(F)(F)(F)F.N1(O[P+](N(C)C)(N(C)C)N(C)C)C2C=CC=CC=2N=N1, predict the reaction product. The product is: [CH3:1][N:4]([CH3:5])[C:17](=[O:18])[CH:16]([NH:15][C:13](=[O:14])[C:12]1[CH:21]=[CH:22][C:23]([C:25]2[CH:26]=[N:27][C:28]3[N:29]([C:31]([C:34]4([C:37]5[CH:38]=[C:39]6[C:44](=[CH:45][CH:46]=5)[N:43]=[CH:42][CH:41]=[CH:40]6)[CH2:35][CH2:36]4)=[CH:32][N:33]=3)[CH:30]=2)=[CH:24][C:11]=1[F:10])[CH2:20][CH3:47]. (3) Given the reactants [F:1][C:2]1[CH:7]=[C:6]([F:8])[CH:5]=[CH:4][C:3]=1[C:9]([CH:12]1[CH2:17][CH2:16][N:15]([CH3:18])[CH2:14][CH2:13]1)=[N:10]O.C(O)=O, predict the reaction product. The product is: [F:1][C:2]1[CH:7]=[C:6]([F:8])[CH:5]=[CH:4][C:3]=1[CH:9]([CH:12]1[CH2:17][CH2:16][N:15]([CH3:18])[CH2:14][CH2:13]1)[NH2:10]. (4) Given the reactants [Cl:1][C:2]1[CH:7]=[CH:6][CH:5]=[CH:4][C:3]=1[N:8]1[C:12](=[O:13])[C:11]([C:14]([O:16]CC)=[O:15])=[CH:10][N:9]1[CH3:19].O1CCCC1.[OH-].[Na+], predict the reaction product. The product is: [Cl:1][C:2]1[CH:7]=[CH:6][CH:5]=[CH:4][C:3]=1[N:8]1[C:12](=[O:13])[C:11]([C:14]([OH:16])=[O:15])=[CH:10][N:9]1[CH3:19].